This data is from Merck oncology drug combination screen with 23,052 pairs across 39 cell lines. The task is: Regression. Given two drug SMILES strings and cell line genomic features, predict the synergy score measuring deviation from expected non-interaction effect. (1) Synergy scores: synergy=-1.56. Cell line: LOVO. Drug 1: CC1CC2C3CCC4=CC(=O)C=CC4(C)C3(F)C(O)CC2(C)C1(O)C(=O)CO. Drug 2: N#Cc1ccc(Cn2cncc2CN2CCN(c3cccc(Cl)c3)C(=O)C2)cc1. (2) Drug 1: C#Cc1cccc(Nc2ncnc3cc(OCCOC)c(OCCOC)cc23)c1. Drug 2: CCC1(O)C(=O)OCc2c1cc1n(c2=O)Cc2cc3c(CN(C)C)c(O)ccc3nc2-1. Cell line: NCIH23. Synergy scores: synergy=29.8. (3) Drug 1: N#Cc1ccc(Cn2cncc2CN2CCN(c3cccc(Cl)c3)C(=O)C2)cc1. Drug 2: CCN(CC)CCNC(=O)c1c(C)[nH]c(C=C2C(=O)Nc3ccc(F)cc32)c1C. Cell line: SW620. Synergy scores: synergy=15.1. (4) Drug 1: O=S1(=O)NC2(CN1CC(F)(F)F)C1CCC2Cc2cc(C=CCN3CCC(C(F)(F)F)CC3)ccc2C1. Drug 2: CS(=O)(=O)CCNCc1ccc(-c2ccc3ncnc(Nc4ccc(OCc5cccc(F)c5)c(Cl)c4)c3c2)o1. Cell line: HT29. Synergy scores: synergy=27.5.